This data is from NCI-60 drug combinations with 297,098 pairs across 59 cell lines. The task is: Regression. Given two drug SMILES strings and cell line genomic features, predict the synergy score measuring deviation from expected non-interaction effect. (1) Cell line: SNB-19. Synergy scores: CSS=21.0, Synergy_ZIP=-3.53, Synergy_Bliss=0.997, Synergy_Loewe=-7.21, Synergy_HSA=2.20. Drug 1: CN1CCC(CC1)COC2=C(C=C3C(=C2)N=CN=C3NC4=C(C=C(C=C4)Br)F)OC. Drug 2: C1C(C(OC1N2C=NC(=NC2=O)N)CO)O. (2) Cell line: M14. Synergy scores: CSS=25.5, Synergy_ZIP=-2.17, Synergy_Bliss=-3.87, Synergy_Loewe=-17.3, Synergy_HSA=-2.19. Drug 2: C#CCC(CC1=CN=C2C(=N1)C(=NC(=N2)N)N)C3=CC=C(C=C3)C(=O)NC(CCC(=O)O)C(=O)O. Drug 1: C1CN1P(=S)(N2CC2)N3CC3. (3) Drug 1: CNC(=O)C1=CC=CC=C1SC2=CC3=C(C=C2)C(=NN3)C=CC4=CC=CC=N4. Drug 2: C(CC(=O)O)C(=O)CN.Cl. Cell line: M14. Synergy scores: CSS=-4.47, Synergy_ZIP=-1.11, Synergy_Bliss=-6.56, Synergy_Loewe=-10.5, Synergy_HSA=-10.5. (4) Drug 1: C1CN(CCN1C(=O)CCBr)C(=O)CCBr. Drug 2: CS(=O)(=O)OCCCCOS(=O)(=O)C. Cell line: BT-549. Synergy scores: CSS=19.1, Synergy_ZIP=-6.02, Synergy_Bliss=0.224, Synergy_Loewe=1.48, Synergy_HSA=1.08. (5) Drug 1: CCC1=CC2CC(C3=C(CN(C2)C1)C4=CC=CC=C4N3)(C5=C(C=C6C(=C5)C78CCN9C7C(C=CC9)(C(C(C8N6C)(C(=O)OC)O)OC(=O)C)CC)OC)C(=O)OC.C(C(C(=O)O)O)(C(=O)O)O. Drug 2: C1CN(CCN1C(=O)CCBr)C(=O)CCBr. Cell line: RPMI-8226. Synergy scores: CSS=43.0, Synergy_ZIP=-4.86, Synergy_Bliss=-0.892, Synergy_Loewe=-14.5, Synergy_HSA=-0.495. (6) Drug 1: CC12CCC3C(C1CCC2=O)CC(=C)C4=CC(=O)C=CC34C. Drug 2: CN(C(=O)NC(C=O)C(C(C(CO)O)O)O)N=O. Cell line: TK-10. Synergy scores: CSS=27.6, Synergy_ZIP=-0.860, Synergy_Bliss=-1.99, Synergy_Loewe=-1.70, Synergy_HSA=-2.14. (7) Drug 1: CCCS(=O)(=O)NC1=C(C(=C(C=C1)F)C(=O)C2=CNC3=C2C=C(C=N3)C4=CC=C(C=C4)Cl)F. Drug 2: CC1CCCC2(C(O2)CC(NC(=O)CC(C(C(=O)C(C1O)C)(C)C)O)C(=CC3=CSC(=N3)C)C)C. Cell line: U251. Synergy scores: CSS=5.08, Synergy_ZIP=-0.347, Synergy_Bliss=3.58, Synergy_Loewe=1.67, Synergy_HSA=3.63.